This data is from Reaction yield outcomes from USPTO patents with 853,638 reactions. The task is: Predict the reaction yield, written as a fraction of the theoretical maximum amount of product (1.0 means a 100% yield; for example, 0.34 means a 34% yield). (1) The reactants are [C:1](OC(=O)C)(=[O:3])[CH3:2].[CH3:8][O:9][C:10]1[CH:58]=[CH:57][C:13]([CH2:14][N:15]([CH2:48][C:49]2[CH:54]=[CH:53][C:52]([O:55][CH3:56])=[CH:51][CH:50]=2)[C:16]2[N:21]=[C:20]([CH3:22])[N:19]=[C:18]([C:23]3[C:24]([NH:40][C:41]4[CH:42]=[CH:43][C:44]([NH2:47])=[N:45][CH:46]=4)=[N:25][CH:26]=[C:27]([CH2:29][N:30]4[CH2:35][CH2:34][N:33]([S:36]([CH3:39])(=[O:38])=[O:37])[CH2:32][CH2:31]4)[CH:28]=3)[N:17]=2)=[CH:12][CH:11]=1.N1C=CC=CC=1.O. The catalyst is CN(C=O)C. The product is [CH3:56][O:55][C:52]1[CH:51]=[CH:50][C:49]([CH2:48][N:15]([CH2:14][C:13]2[CH:12]=[CH:11][C:10]([O:9][CH3:8])=[CH:58][CH:57]=2)[C:16]2[N:21]=[C:20]([CH3:22])[N:19]=[C:18]([C:23]3[C:24]([NH:40][C:41]4[CH:42]=[CH:43][C:44]([NH:47][C:1](=[O:3])[CH3:2])=[N:45][CH:46]=4)=[N:25][CH:26]=[C:27]([CH2:29][N:30]4[CH2:31][CH2:32][N:33]([S:36]([CH3:39])(=[O:38])=[O:37])[CH2:34][CH2:35]4)[CH:28]=3)[N:17]=2)=[CH:54][CH:53]=1. The yield is 0.940. (2) The reactants are Cl[C:2]1[C:11]2[C:6](=[CH:7][C:8]([O:14][CH2:15][CH2:16][CH2:17][N:18]([CH3:23])[S:19]([CH3:22])(=[O:21])=[O:20])=[C:9]([O:12][CH3:13])[CH:10]=2)[N:5]=[CH:4][N:3]=1.C(=O)([O-])[O-].[K+].[K+].[OH:30][C:31]1[CH:32]=[C:33]2[C:37](=[CH:38][CH:39]=1)[NH:36][CH:35]=[CH:34]2. The catalyst is CN(C=O)C. The product is [NH:36]1[C:37]2[C:33](=[CH:32][C:31]([O:30][C:2]3[C:11]4[C:6](=[CH:7][C:8]([O:14][CH2:15][CH2:16][CH2:17][N:18]([CH3:23])[S:19]([CH3:22])(=[O:21])=[O:20])=[C:9]([O:12][CH3:13])[CH:10]=4)[N:5]=[CH:4][N:3]=3)=[CH:39][CH:38]=2)[CH:34]=[CH:35]1. The yield is 0.170.